From a dataset of Forward reaction prediction with 1.9M reactions from USPTO patents (1976-2016). Predict the product of the given reaction. (1) Given the reactants [CH3:1][O:2][C:3](=[O:16])[C:4]1[CH:9]=[CH:8][C:7]([C:10]([F:13])([F:12])[F:11])=[N:6][C:5]=1[NH:14][NH2:15].[CH2:17]1C[O:20][CH2:19][CH2:18]1.C(N(CC)CC)C.C(Cl)(=O)CC, predict the reaction product. The product is: [CH3:1][O:2][C:3](=[O:16])[C:4]1[CH:9]=[CH:8][C:7]([C:10]([F:13])([F:12])[F:11])=[N:6][C:5]=1[NH:14][NH:15][C:19](=[O:20])[CH2:18][CH3:17]. (2) Given the reactants Cl[C:2]1[N:7]=[C:6]([S:8][C:9]#[N:10])[C:5]([N+:11]([O-:13])=[O:12])=[CH:4][N:3]=1.Cl.[Br:15][C:16]1[CH:23]=[CH:22][CH:21]=[CH:20][C:17]=1[CH2:18][NH2:19].C(N(CC)CC)C, predict the reaction product. The product is: [Br:15][C:16]1[CH:23]=[CH:22][CH:21]=[CH:20][C:17]=1[CH2:18][NH:19][C:2]1[N:7]=[C:6]([S:8][C:9]#[N:10])[C:5]([N+:11]([O-:13])=[O:12])=[CH:4][N:3]=1. (3) Given the reactants FC(F)(S(O[C:17]1[CH:18]=[C:19]2[C:36](=[CH:37][CH:38]=1)[C:23]1=[N:24][O:25][C:26]([C:27]3[CH:32]=[CH:31][C:30]([CH2:33][CH2:34][CH3:35])=[CH:29][CH:28]=3)=[C:22]1[CH2:21][CH2:20]2)(=O)=O)C(F)(F)C(F)(F)C(F)(F)F.[Cl-].[Li+].[CH2:42]([Sn](CCCC)(CCCC)C=C)[CH2:43]CC, predict the reaction product. The product is: [CH2:33]([C:30]1[CH:31]=[CH:32][C:27]([C:26]2[O:25][N:24]=[C:23]3[C:36]4[C:19]([CH2:20][CH2:21][C:22]=23)=[CH:18][C:17]([CH:42]=[CH2:43])=[CH:38][CH:37]=4)=[CH:28][CH:29]=1)[CH2:34][CH3:35]. (4) Given the reactants [CH2:1]1[C:6](=O)[N:5](Br)[C:3](=[O:4])[CH2:2]1.[NH2:9][C:10](N)=[S:11], predict the reaction product. The product is: [NH2:9][C:10]1[S:11][C:1]([CH2:2][CH2:3][OH:4])=[CH:6][N:5]=1.